From a dataset of Full USPTO retrosynthesis dataset with 1.9M reactions from patents (1976-2016). Predict the reactants needed to synthesize the given product. (1) Given the product [CH2:37]([O:36][C:34](=[O:35])[NH:1][C:2]1[CH:3]=[CH:4][C:5]([CH3:26])=[C:6]([C:8](=[O:9])[C:10]2[CH:15]=[CH:14][C:13]([NH:16][C:17]3[CH:22]=[CH:21][C:20]([F:23])=[CH:19][C:18]=3[F:24])=[CH:12][C:11]=2[Cl:25])[CH:7]=1)[C:38]1[CH:43]=[CH:42][CH:41]=[CH:40][CH:39]=1, predict the reactants needed to synthesize it. The reactants are: [NH2:1][C:2]1[CH:3]=[CH:4][C:5]([CH3:26])=[C:6]([C:8]([C:10]2[CH:15]=[CH:14][C:13]([NH:16][C:17]3[CH:22]=[CH:21][C:20]([F:23])=[CH:19][C:18]=3[F:24])=[CH:12][C:11]=2[Cl:25])=[O:9])[CH:7]=1.C([O-])([O-])=O.[K+].[K+].Cl[C:34]([O:36][CH2:37][C:38]1[CH:43]=[CH:42][CH:41]=[CH:40][CH:39]=1)=[O:35].O. (2) Given the product [CH2:40]([C:32]1[N:31]([C:20]2[N:19]=[C:18]3[C:23]([N:24]=[C:16]([CH2:15][N:9]4[CH2:10][C@@H:11]5[CH2:14][C@H:8]4[CH2:13][N:12]5[CH2:44][C:45]([NH2:47])=[O:46])[N:17]3[CH3:42])=[C:22]([N:25]3[CH2:30][CH2:29][O:28][CH2:27][CH2:26]3)[N:21]=2)[C:35]2[CH:36]=[CH:37][CH:38]=[CH:39][C:34]=2[N:33]=1)[CH3:41], predict the reactants needed to synthesize it. The reactants are: C(N(CC)CC)C.[C@H:8]12[CH2:14][C@H:11]([NH:12][CH2:13]1)[CH2:10][N:9]2[CH2:15][C:16]1[N:17]([CH3:42])[C:18]2[C:23]([N:24]=1)=[C:22]([N:25]1[CH2:30][CH2:29][O:28][CH2:27][CH2:26]1)[N:21]=[C:20]([N:31]1[C:35]3[CH:36]=[CH:37][CH:38]=[CH:39][C:34]=3[N:33]=[C:32]1[CH2:40][CH3:41])[N:19]=2.Cl[CH2:44][C:45]([NH2:47])=[O:46]. (3) The reactants are: [F:8][C:7]([F:10])([F:9])[C:6](O[C:6](=[O:11])[C:7]([F:10])([F:9])[F:8])=[O:11].[C:14]1([CH2:20][C@H:21]([NH2:24])[CH:22]=[CH2:23])[CH:19]=[CH:18][CH:17]=[CH:16][CH:15]=1. Given the product [F:10][C:7]([F:8])([F:9])[C:6]([NH:24][C@H:21]([CH:22]=[CH2:23])[CH2:20][C:14]1[CH:19]=[CH:18][CH:17]=[CH:16][CH:15]=1)=[O:11], predict the reactants needed to synthesize it. (4) Given the product [C:1]([CH:3]([C:18]1[CH:23]=[CH:22][C:21]([F:24])=[C:20]([F:25])[CH:19]=1)[CH:4]([C:10]1[C:11]([F:17])=[CH:12][CH:13]=[CH:14][C:15]=1[F:16])[CH2:5][C:6]([OH:8])=[O:7])#[N:2], predict the reactants needed to synthesize it. The reactants are: [C:1]([CH:3]([C:18]1[CH:23]=[CH:22][C:21]([F:24])=[C:20]([F:25])[CH:19]=1)[CH:4]([C:10]1[C:15]([F:16])=[CH:14][CH:13]=[CH:12][C:11]=1[F:17])[CH2:5][C:6]([O:8]C)=[O:7])#[N:2].[OH-].[Na+]. (5) Given the product [C:1]([C@@H:3]([NH:5][C:6](=[O:12])[C:26]1[CH:25]=[CH:24][C:23]([CH2:13][CH2:14][CH2:15][CH2:16][CH2:17][CH2:18][CH2:19][CH2:20][CH2:21][CH3:22])=[CH:31][CH:30]=1)[CH3:4])#[N:2], predict the reactants needed to synthesize it. The reactants are: [C:1]([C@@H:3]([NH:5][C:6](=[O:12])OC(C)(C)C)[CH3:4])#[N:2].[CH2:13]([C:23]1[CH:31]=[CH:30][C:26](C(O)=O)=[CH:25][CH:24]=1)[CH2:14][CH2:15][CH2:16][CH2:17][CH2:18][CH2:19][CH2:20][CH2:21][CH3:22]. (6) Given the product [Cl:1][C:2]1[CH:7]=[CH:6][CH:5]=[CH:4][C:3]=1[C:8]1[CH:17]=[C:16]([NH:18][S:19]([C:22]2[N:23]=[CH:24][N:25]([CH3:27])[CH:26]=2)(=[O:21])=[O:20])[CH:15]=[C:14]2[C:9]=1[CH2:10][NH:11][C:12](=[O:36])[N:13]2[C:28]1[C:29]([Cl:35])=[CH:30][CH:31]=[CH:32][C:33]=1[Cl:34], predict the reactants needed to synthesize it. The reactants are: [Cl:1][C:2]1[CH:7]=[CH:6][CH:5]=[CH:4][C:3]=1[C:8]1[CH:17]=[C:16]([NH:18][S:19]([C:22]2[N:23]=[CH:24][N:25]([CH3:27])[CH:26]=2)(=[O:21])=[O:20])[CH:15]=[C:14]2[C:9]=1[CH2:10][N:11](CC1C=CC(OC)=CC=1)[C:12](=[O:36])[N:13]2[C:28]1[C:33]([Cl:34])=[CH:32][CH:31]=[CH:30][C:29]=1[Cl:35]. (7) Given the product [F:27][C:26]([F:29])([F:28])[S:23]([O:8][C:4]1[CH:5]=[N:6][CH:7]=[C:2]([Cl:1])[CH:3]=1)(=[O:25])=[O:24], predict the reactants needed to synthesize it. The reactants are: [Cl:1][C:2]1[CH:3]=[C:4]([OH:8])[CH:5]=[N:6][CH:7]=1.C(N(CC)CC)C.C1C=CC(N([S:23]([C:26]([F:29])([F:28])[F:27])(=[O:25])=[O:24])[S:23]([C:26]([F:29])([F:28])[F:27])(=[O:25])=[O:24])=CC=1.